Regression. Given a target protein amino acid sequence and a drug SMILES string, predict the binding affinity score between them. We predict pIC50 (pIC50 = -log10(IC50 in M); higher means more potent). Dataset: bindingdb_ic50. From a dataset of Drug-target binding data from BindingDB using IC50 measurements. (1) The small molecule is CCS(=O)(=O)NC[C@@H](O)[C@@H](O)[C@@H]1O[C@@](OCCCn2cc(-c3ccc(-c4ccccc4)cc3)nn2)(C(=O)[O-])C[C@H](O)[C@H]1NC(C)=O.[Na+]. The target protein (Q9Y286) has sequence MLLLLLLPLLWGRERVEGQKSNRKDYSLTMQSSVTVQEGMCVHVRCSFSYPVDSQTDSDPVHGYWFRAGNDISWKAPVATNNPAWAVQEETRDRFHLLGDPQTKNCTLSIRDARMSDAGRYFFRMEKGNIKWNYKYDQLSVNVTALTHRPNILIPGTLESGCFQNLTCSVPWACEQGTPPMISWMGTSVSPLHPSTTRSSVLTLIPQPQHHGTSLTCQVTLPGAGVTTNRTIQLNVSYPPQNLTVTVFQGEGTASTALGNSSSLSVLEGQSLRLVCAVDSNPPARLSWTWRSLTLYPSQPSNPLVLELQVHLGDEGEFTCRAQNSLGSQHVSLNLSLQQEYTGKMRPVSGVLLGAVGGAGATALVFLSFCVIFIVVRSCRKKSARPAADVGDIGMKDANTIRGSASQGNLTESWADDNPRHHGLAAHSSGEEREIQYAPLSFHKGEPQDLSGQEATNNEYSEIKIPK. The pIC50 is 3.6. (2) The small molecule is CCNC(=O)Nc1cn2c(-c3ncc(C)cn3)cc(-c3cnc(N4CCCC4)nc3)cc2n1. The target protein sequence is NYNDDAIQVLEGLDAVRKRPGMYIGSTDGAGLHHLVWEIVDNAVDEALSGFGDRIDVTINKDGSLTVQDHGRGMPTGMHAMGIPTVEVIFTILHAGGKFGQGGYKTSGGLHGVGSSVVNLSSSWLEVEITRDGAIYKQRFENGGKPVTTLKKIGTAPKSKTGTKVTFMPDAGIFSTTDFKYNTISERLNESAFLLKNVTLSLTDKRTDESVEFHYENGVQDFVSYLNEDKETLTPVLYFEGEDNGFQVEVALQYNDGFSDNILSFVNNVRTKDGGTHETGLKSAITKVMNDYARKTGLLKEKDKNLEGSDYREGLAAVLSILVPEEHLQFEGQTKDKLGSPLARPVVDGIVADKLTFFLMENGELASNLIRKAIKARDAREAARKARDESRNGKKNKKDKGLLSGKLTPAQSKNPAKNELYLVEGDSAGGSAKQGRDRKFQAILPLRGKVINTAKAKMADILKNEEINTMIYTIGAGVGADFSIEDANYDKIIIMTDADT.... The pIC50 is 6.4. (3) The drug is O=C1Nc2cc(C(=O)NCC3CCCN3)ccc2S/C1=C\c1ccccc1F. The target protein sequence is MNNYQNNYIYNEKTLDFINNDQDNDNLKYLKEYVYFTTTNQFDVRKRITVSLNLLANASSKIFLLNSKDKLDLWKNMLIKSYIEVNYNLYPATYLIDTSCTNENVNINNNNNNNNKNKNNYCYSNTTVISCGYENYTKYIEEIYDSKYALSLYSNSLNKEELLTIIIFGCSGDLAKKKIYPALFKLFCNNSLPKDLLIIGFARTVQDFDTFFDKIVIYLKRCLLCYEDWSISKKKDLLNGFKNRCRYFVGNYSSSESFENFNKYLTTIEEEEAKKKYYATCYKMNGSDYNISNNVAEDNISIDDENKTNEYFQMCTPKNCPDNVFSSNYNFPYVINSILYLALPPHIFISTLKKIIKKNCLNSKGTDKILLEKPFGNDLDSFKMLSKQILENFNEQQIYRIDHYLGKDMVSGLLKLKFTNTFLLSLMNRHFIKCIKITLKETKGVYGRGQYFDPYGIIRDVMQNHMLQLLTLITMEDPIDLNDESVKNEKIKILKSIPSI.... The pIC50 is 5.3. (4) The small molecule is O=C(c1nnc(N2CCN(c3ccc(C(F)(F)F)cc3)CC2)o1)c1nc2ccc(-c3ccccc3)cc2s1. The target protein (Q9Y5X9) has sequence MSNSVPLLCFWSLCYCFAAGSPVPFGPEGRLEDKLHKPKATQTEVKPSVRFNLRTSKDPEHEGCYLSVGHSQPLEDCSFNMTAKTFFIIHGWTMSGIFENWLHKLVSALHTREKDANVVVVDWLPLAHQLYTDAVNNTRVVGHSIARMLDWLQEKDDFSLGNVHLIGYSLGAHVAGYAGNFVKGTVGRITGLDPAGPMFEGADIHKRLSPDDADFVDVLHTYTRSFGLSIGIQMPVGHIDIYPNGGDFQPGCGLNDVLGSIAYGTITEVVKCEHERAVHLFVDSLVNQDKPSFAFQCTDSNRFKKGICLSCRKNRCNSIGYNAKKMRNKRNSKMYLKTRAGMPFRVYHYQMKIHVFSYKNMGEIEPTFYVTLYGTNADSQTLPLEIVERIEQNATNTFLVYTEEDLGDLLKIQLTWEGASQSWYNLWKEFRSYLSQPRNPGRELNIRRIRVKSGETQRKLTFCTEDPENTSISPGRELWFRKCRDGWRMKNETSPTVELP.... The pIC50 is 6.3.